From a dataset of Full USPTO retrosynthesis dataset with 1.9M reactions from patents (1976-2016). Predict the reactants needed to synthesize the given product. (1) The reactants are: Cl.Cl.[CH2:3]([C:5]1[N:9]([C:10]2[N:18]=[C:17]3[C:13]([N:14]=[C:15]([C:20]4([O:26][CH3:27])[CH2:25][CH2:24][CH2:23][NH:22][CH2:21]4)[N:16]3[CH3:19])=[C:12]([N:28]3[CH2:33][CH2:32][O:31][CH2:30][CH2:29]3)[N:11]=2)[C:8]2[CH:34]=[CH:35][CH:36]=[CH:37][C:7]=2[N:6]=1)[CH3:4].[CH3:38][C:39]1([CH3:42])[CH2:41][O:40]1.CCN(C(C)C)C(C)C. Given the product [CH2:3]([C:5]1[N:9]([C:10]2[N:18]=[C:17]3[C:13]([N:14]=[C:15]([C:20]4([O:26][CH3:27])[CH2:25][CH2:24][CH2:23][N:22]([CH2:38][C:39]([CH3:42])([OH:40])[CH3:41])[CH2:21]4)[N:16]3[CH3:19])=[C:12]([N:28]3[CH2:29][CH2:30][O:31][CH2:32][CH2:33]3)[N:11]=2)[C:8]2[CH:34]=[CH:35][CH:36]=[CH:37][C:7]=2[N:6]=1)[CH3:4], predict the reactants needed to synthesize it. (2) The reactants are: C([BH3-])#N.[Na+].[C:5]([O:9][C:10]([N:12]1[CH2:17][CH2:16][C:15](=O)[CH2:14][CH2:13]1)=[O:11])([CH3:8])([CH3:7])[CH3:6].[CH3:19][C@H:20]1[NH:24][C@H:23]([CH3:25])[CH2:22][CH2:21]1.C(=O)(O)[O-].[Na+]. Given the product [CH3:25][C@@H:23]1[CH2:22][CH2:21][C@@H:20]([CH3:19])[N:24]1[CH:15]1[CH2:16][CH2:17][N:12]([C:10]([O:9][C:5]([CH3:8])([CH3:7])[CH3:6])=[O:11])[CH2:13][CH2:14]1, predict the reactants needed to synthesize it. (3) Given the product [C:1]([C:3]1[CH:8]=[CH:7][C:6]([C:9]([CH:15]2[CH2:16][CH2:17][CH2:18][CH2:19]2)([CH3:14])[C:10]([O:12][CH:13]2[CH2:26][CH2:25][N:24]([CH3:27])[CH2:23][CH2:22]2)=[O:11])=[CH:5][CH:4]=1)#[N:2], predict the reactants needed to synthesize it. The reactants are: [C:1]([C:3]1[CH:8]=[CH:7][C:6]([C:9]([CH:15]2[CH2:19][CH2:18][CH2:17][CH2:16]2)([CH3:14])[C:10]([O:12][CH3:13])=[O:11])=[CH:5][CH:4]=1)#[N:2].OC1[CH2:26][CH2:25][N:24]([CH3:27])[CH2:23][CH2:22]1. (4) Given the product [CH:1]1([CH2:4][O:5][C:6]2[N:11]=[C:10]([C:12]([N:26]3[CH2:27][C:23]([OH:22])([CH3:31])[CH2:24][C@H:25]3[C:28]([NH2:30])=[O:29])=[O:14])[CH:9]=[CH:8][C:7]=2[N:15]2[CH2:18][C:17]([F:20])([F:19])[CH2:16]2)[CH2:2][CH2:3]1, predict the reactants needed to synthesize it. The reactants are: [CH:1]1([CH2:4][O:5][C:6]2[N:11]=[C:10]([C:12]([OH:14])=O)[CH:9]=[CH:8][C:7]=2[N:15]2[CH2:18][C:17]([F:20])([F:19])[CH2:16]2)[CH2:3][CH2:2]1.Cl.[OH:22][C:23]1([CH3:31])[CH2:27][NH:26][C@H:25]([C:28]([NH2:30])=[O:29])[CH2:24]1. (5) Given the product [OH:22][CH:19]([CH2:20][OH:21])[CH2:18][O:17][C:14]1[CH:15]=[C:16]2[C:11](=[CH:12][CH:13]=1)[O:10][C:9]([C:23]1[N:28]=[CH:27][N:26]3[CH:29]=[CH:30][CH:31]=[C:25]3[CH:24]=1)=[CH:8][C:7]2=[N:6][OH:5], predict the reactants needed to synthesize it. The reactants are: C([O:5][N:6]=[C:7]1[C:16]2[C:11](=[CH:12][CH:13]=[C:14]([O:17][CH2:18][CH:19]([OH:22])[CH2:20][OH:21])[CH:15]=2)[O:10][C:9]([C:23]2[N:28]=[CH:27][N:26]3[CH:29]=[CH:30][CH:31]=[C:25]3[CH:24]=2)=[CH:8]1)(C)(C)C.FC(F)(F)C(O)=O. (6) Given the product [Cl:21][C:15]1[CH:16]=[CH:17][CH:18]=[C:19]([Cl:20])[C:14]=1[S:11]([N:9]([CH3:10])[CH2:8][CH2:7][CH2:6][CH2:5][C:4]([OH:22])=[O:3])(=[O:13])=[O:12], predict the reactants needed to synthesize it. The reactants are: C([O:3][C:4](=[O:22])[CH2:5][CH2:6][CH2:7][CH2:8][N:9]([S:11]([C:14]1[C:19]([Cl:20])=[CH:18][CH:17]=[CH:16][C:15]=1[Cl:21])(=[O:13])=[O:12])[CH3:10])C.[OH-].[Li+]. (7) Given the product [CH3:15][N:16]([CH3:26])[C:17]1[CH:22]=[C:21]([C:2]2[N:7]=[N:6][C:5]([NH2:8])=[N:4][C:3]=2[C:9]2[CH:14]=[CH:13][CH:12]=[CH:11][CH:10]=2)[CH:20]=[CH:19][CH:18]=1, predict the reactants needed to synthesize it. The reactants are: Br[C:2]1[N:7]=[N:6][C:5]([NH2:8])=[N:4][C:3]=1[C:9]1[CH:14]=[CH:13][CH:12]=[CH:11][CH:10]=1.[CH3:15][N:16]([CH3:26])[C:17]1[CH:18]=[C:19](B(O)O)[CH:20]=[CH:21][CH:22]=1.